Dataset: Forward reaction prediction with 1.9M reactions from USPTO patents (1976-2016). Task: Predict the product of the given reaction. The product is: [CH2:33]([O:32][CH2:31][C:26]1[N:27]([CH2:28][CH2:29][CH3:30])[C:23]2[C:22]3[CH:21]=[C:20]([O:35][CH2:7][CH:8]4[CH2:9][CH2:10][CH2:11][O:12]4)[CH:19]=[CH:18][C:17]=3[N:16]=[C:15]([NH2:14])[C:24]=2[N:25]=1)[CH3:34]. Given the reactants C(=O)([O-])[O-].[Cs+].[Cs+].[CH2:7](Br)[CH:8]1[O:12][CH2:11][CH2:10][CH2:9]1.[NH2:14][C:15]1[C:24]2[N:25]=[C:26]([CH2:31][O:32][CH2:33][CH3:34])[N:27]([CH2:28][CH2:29][CH3:30])[C:23]=2[C:22]2[CH:21]=[C:20]([OH:35])[CH:19]=[CH:18][C:17]=2[N:16]=1.[Cl-].[Na+], predict the reaction product.